From a dataset of Forward reaction prediction with 1.9M reactions from USPTO patents (1976-2016). Predict the product of the given reaction. (1) Given the reactants [C:1]([O:5][C:6]([NH:8][C@H:9]([C:30]([O:32][C:33]([CH3:36])([CH3:35])[CH3:34])=[O:31])[CH2:10][C@H:11]([CH2:19][C:20]1[CH:25]=[CH:24][C:23]([CH2:26][CH2:27][CH2:28][OH:29])=[CH:22][N:21]=1)[C:12]([O:14][C:15]([CH3:18])([CH3:17])[CH3:16])=[O:13])=[O:7])([CH3:4])([CH3:3])[CH3:2].[C:37]1([CH3:57])[CH:42]=[CH:41][C:40]([S:43](O[S:43]([C:40]2[CH:41]=[CH:42][C:37]([CH3:57])=[CH:38][CH:39]=2)(=[O:45])=[O:44])(=[O:45])=[O:44])=[CH:39][CH:38]=1.C(N(CC)CC)C.O, predict the reaction product. The product is: [C:1]([O:5][C:6]([NH:8][C@H:9]([C:30]([O:32][C:33]([CH3:36])([CH3:35])[CH3:34])=[O:31])[CH2:10][C@H:11]([CH2:19][C:20]1[CH:25]=[CH:24][C:23]([CH2:26][CH2:27][CH2:28][O:29][S:43]([C:40]2[CH:41]=[CH:42][C:37]([CH3:57])=[CH:38][CH:39]=2)(=[O:45])=[O:44])=[CH:22][N:21]=1)[C:12]([O:14][C:15]([CH3:16])([CH3:18])[CH3:17])=[O:13])=[O:7])([CH3:2])([CH3:3])[CH3:4]. (2) Given the reactants [H-].[Na+].[CH3:3][O:4][C:5]1[CH:10]=[C:9]([C:11]2[N:12]([CH3:18])[C:13]([NH:16][CH3:17])=[N:14][N:15]=2)[CH:8]=[CH:7][N:6]=1.CS(O[CH2:24][C:25]1[N:29]=[C:28]([C:30]2[CH:35]=[CH:34][CH:33]=[C:32]([C:36]#[N:37])[CH:31]=2)[O:27][N:26]=1)(=O)=O, predict the reaction product. The product is: [CH3:3][O:4][C:5]1[CH:10]=[C:9]([C:11]2[N:12]([CH3:18])[C:13]([N:16]([CH2:24][C:25]3[N:29]=[C:28]([C:30]4[CH:31]=[C:32]([CH:33]=[CH:34][CH:35]=4)[C:36]#[N:37])[O:27][N:26]=3)[CH3:17])=[N:14][N:15]=2)[CH:8]=[CH:7][N:6]=1. (3) Given the reactants [CH3:1][C:2]1([CH3:17])[C:11]2[C:6](=[CH:7][C:8]([N+:14]([O-:16])=[O:15])=[C:9]([O:12][CH3:13])[CH:10]=2)[NH:5][CH2:4][CH2:3]1.C(=O)([O-])[O-].[K+].[K+].[Br:24][CH2:25][C:26](Cl)=[O:27], predict the reaction product. The product is: [Br:24][CH2:25][C:26]([N:5]1[C:6]2[C:11](=[CH:10][C:9]([O:12][CH3:13])=[C:8]([N+:14]([O-:16])=[O:15])[CH:7]=2)[C:2]([CH3:17])([CH3:1])[CH2:3][CH2:4]1)=[O:27]. (4) The product is: [CH3:1][C:2]1[NH:3][C:4](=[O:20])[C:5]([C:13]2[N:14]=[C:15]([N:18]([CH3:19])[S:27]([C:21]3[CH:26]=[CH:25][CH:24]=[CH:23][CH:22]=3)(=[O:29])=[O:28])[S:16][CH:17]=2)=[CH:6][C:7]=1[C:8]([O:10][CH2:11][CH3:12])=[O:9]. Given the reactants [CH3:1][C:2]1[NH:3][C:4](=[O:20])[C:5]([C:13]2[N:14]=[C:15]([NH:18][CH3:19])[S:16][CH:17]=2)=[CH:6][C:7]=1[C:8]([O:10][CH2:11][CH3:12])=[O:9].[C:21]1([S:27](Cl)(=[O:29])=[O:28])[CH:26]=[CH:25][CH:24]=[CH:23][CH:22]=1.Cl, predict the reaction product. (5) Given the reactants [CH3:1][C:2]1[CH:3]=[C:4]([CH2:12][OH:13])[CH:5]=[C:6]([CH3:11])[C:7]=1[N+:8]([O-:10])=[O:9].[H-].[Na+].[CH3:16]I, predict the reaction product. The product is: [CH3:11][C:6]1[CH:5]=[C:4]([CH2:12][O:13][CH3:16])[CH:3]=[C:2]([CH3:1])[C:7]=1[N+:8]([O-:10])=[O:9]. (6) Given the reactants N(C(OCC)=O)=NC(OCC)=O.[Cl:13][C:14]1[CH:33]=[CH:32][C:17]([NH:18][C:19]2[C:28]3[C:23](=[CH:24][C:25]([OH:31])=[C:26]([O:29][CH3:30])[CH:27]=3)[N:22]=[CH:21][N:20]=2)=[C:16]([F:34])[CH:15]=1.C1(P(C2C=CC=CC=2)C2C=CC=CC=2)C=CC=CC=1.O[CH2:55][CH2:56][N:57]1[CH2:62][CH2:61][O:60][CH2:59][C:58]1=[O:63], predict the reaction product. The product is: [ClH:13].[Cl:13][C:14]1[CH:33]=[CH:32][C:17]([NH:18][C:19]2[C:28]3[C:23](=[CH:24][C:25]([O:31][CH2:55][CH2:56][N:57]4[CH2:62][CH2:61][O:60][CH2:59][C:58]4=[O:63])=[C:26]([O:29][CH3:30])[CH:27]=3)[N:22]=[CH:21][N:20]=2)=[C:16]([F:34])[CH:15]=1.